Predict the product of the given reaction. From a dataset of Forward reaction prediction with 1.9M reactions from USPTO patents (1976-2016). (1) Given the reactants [O:1]=[C:2]([CH2:8][C:9](=[O:11])[CH3:10])[C:3]([O:5][CH2:6][CH3:7])=[O:4].[CH2:12](OC(OCC)OCC)[CH3:13].[NH4+].[Cl-], predict the reaction product. The product is: [CH2:12]([O:11]/[C:9](/[CH3:10])=[CH:8]/[C:2](=[O:1])[C:3]([O:5][CH2:6][CH3:7])=[O:4])[CH3:13]. (2) Given the reactants C(O[C:9](=[O:34])[NH:10][CH2:11][CH:12]1[CH2:17][CH2:16][CH2:15][CH:14]([N:18]2[C:27]3[C:22](=[N:23][CH:24]=[C:25]([Cl:28])[CH:26]=3)[C:21]3=[N:29][O:30][C:31]([CH3:32])=[C:20]3[C:19]2=[O:33])[CH2:13]1)C1C=CC=CC=1.I[Si](C)(C)C.C(O)(=O)[C:41]1[CH:46]=[CH:45][CH:44]=[CH:43][CH:42]=1.Cl.CN(C)CCCN=C=NCC.ON1C2N=CC=CC=2N=N1.C(N(CC)C(C)C)(C)C, predict the reaction product. The product is: [Cl:28][C:25]1[CH:26]=[C:27]2[C:22](=[N:23][CH:24]=1)[C:21]1=[N:29][O:30][C:31]([CH3:32])=[C:20]1[C:19](=[O:33])[N:18]2[CH:14]1[CH2:15][CH2:16][CH2:17][CH:12]([CH2:11][NH:10][C:9](=[O:34])[C:41]2[CH:46]=[CH:45][CH:44]=[CH:43][CH:42]=2)[CH2:13]1.